From a dataset of Full USPTO retrosynthesis dataset with 1.9M reactions from patents (1976-2016). Predict the reactants needed to synthesize the given product. (1) Given the product [CH2:42]([N:26]([CH2:24][CH3:25])[C:27]1[CH:32]=[C:31]([C:2]2[CH:11]=[CH:10][C:9]3[N:8]=[CH:7][C:6]4[N:12]([CH3:23])[C:13](=[O:22])[N:14]([C:15]5[C:16]([CH3:21])=[N:17][N:18]([CH3:20])[CH:19]=5)[C:5]=4[C:4]=3[CH:3]=2)[CH:30]=[N:29][CH:28]=1)[CH3:43], predict the reactants needed to synthesize it. The reactants are: Br[C:2]1[CH:11]=[CH:10][C:9]2[N:8]=[CH:7][C:6]3[N:12]([CH3:23])[C:13](=[O:22])[N:14]([C:15]4[C:16]([CH3:21])=[N:17][N:18]([CH3:20])[CH:19]=4)[C:5]=3[C:4]=2[CH:3]=1.[CH2:24]([N:26]([CH2:42][CH3:43])[C:27]1[CH:28]=[N:29][CH:30]=[C:31](B2OC(C)(C)C(C)(C)O2)[CH:32]=1)[CH3:25]. (2) Given the product [Cl:9][C:10]1[CH:16]=[CH:15][C:13]([NH:14][C:2]2[CH:7]=[CH:6][CH:5]=[C:4]([N:17]3[CH:21]=[CH:20][CH:19]=[N:18]3)[N:3]=2)=[CH:12][CH:11]=1, predict the reactants needed to synthesize it. The reactants are: F[C:2]1[CH:7]=[CH:6][CH:5]=[C:4](F)[N:3]=1.[Cl:9][C:10]1[CH:16]=[CH:15][C:13]([NH2:14])=[CH:12][CH:11]=1.[NH:17]1[CH:21]=[CH:20][CH:19]=[N:18]1. (3) The reactants are: [NH2:1][C@@H:2]1[CH2:6][C@H:5]([CH2:7][OH:8])[C@@H:4]([OH:9])[C@H:3]1[OH:10].Cl.N[C:13]1[N:18]=[C:17](Cl)[CH:16]=[C:15]([Cl:20])[N:14]=1.CCN(CC)CC. Given the product [Cl:20][C:15]1[N:14]=[CH:13][N:18]=[C:17]([NH:1][C@@H:2]2[CH2:6][C@H:5]([CH2:7][OH:8])[C@@H:4]([OH:9])[C@H:3]2[OH:10])[CH:16]=1, predict the reactants needed to synthesize it. (4) Given the product [Br:49][C:12]1[NH:11][C:10]2[C:9]3=[N:15][C:16]([C:18]4[CH:23]=[CH:22][N:21]=[CH:20][N:19]=4)=[N:17][N:8]3[C:7](=[O:24])[N:6]([CH2:1][CH2:2][CH2:3][CH2:4][CH3:5])[C:14]=2[N:13]=1, predict the reactants needed to synthesize it. The reactants are: [CH2:1]([N:6]1[C:14]2[N:13]=[CH:12][NH:11][C:10]=2[C:9]2=[N:15][C:16]([C:18]3[CH:23]=[CH:22][N:21]=[CH:20][N:19]=3)=[N:17][N:8]2[C:7]1=[O:24])[CH2:2][CH2:3][CH2:4][CH3:5].C(N1C2N=CNC=2C2=NN=C(C3C=CN=CN=3)N2C1=O)CCCC.[Br:49]N1C(=O)CCC1=O. (5) Given the product [Br:1][C:2]1[C:7]2[N:8]=[C:9]([C:11]3[CH:16]=[CH:15][CH:14]=[C:13]([OH:17])[C:12]=3[CH:19]([CH3:20])[CH3:21])[S:10][C:6]=2[CH:5]=[C:4]([OH:22])[CH:3]=1, predict the reactants needed to synthesize it. The reactants are: [Br:1][C:2]1[C:7]2[N:8]=[C:9]([C:11]3[CH:16]=[CH:15][CH:14]=[C:13]([O:17]C)[C:12]=3[CH:19]([CH3:21])[CH3:20])[S:10][C:6]=2[CH:5]=[C:4]([O:22]C)[CH:3]=1.B(Br)(Br)Br. (6) Given the product [Cl:15][C:7]1[CH:8]=[C:9]2[C:13](=[C:5]([C:3]([OH:4])=[O:2])[CH:6]=1)[NH:12][C:11]([CH3:14])=[CH:10]2, predict the reactants needed to synthesize it. The reactants are: C[O:2][C:3]([C:5]1[CH:6]=[C:7]([Cl:15])[CH:8]=[C:9]2[C:13]=1[NH:12][C:11]([CH3:14])=[CH:10]2)=[O:4].[OH-].[Na+]. (7) Given the product [C:11]([O:15][C:16]([N:6]1[CH2:5][C:4]2[C:8](=[CH:9][CH:10]=[C:2]([Br:1])[CH:3]=2)[CH2:7]1)=[O:17])([CH3:14])([CH3:13])[CH3:12], predict the reactants needed to synthesize it. The reactants are: [Br:1][C:2]1[CH:3]=[C:4]2[C:8](=[CH:9][CH:10]=1)[CH2:7][NH:6][CH2:5]2.[C:11]([O:15][C:16](O[C:16]([O:15][C:11]([CH3:14])([CH3:13])[CH3:12])=[O:17])=[O:17])([CH3:14])([CH3:13])[CH3:12]. (8) Given the product [F:1][C:2]1[CH:3]=[C:4]2[C:9](=[CH:10][C:11]=1[N:42]1[CH2:47][CH2:46][O:45][CH2:44][CH2:43]1)[N:8]=[C:7](/[CH:12]=[CH:13]/[C:14]1[O:15][C:16]([N+:19]([O-:21])=[O:20])=[CH:17][CH:18]=1)[N:6]=[C:5]2[NH:22][C:23]1[CH:28]=[CH:27][C:26]([OH:29])=[CH:25][CH:24]=1, predict the reactants needed to synthesize it. The reactants are: [F:1][C:2]1[CH:3]=[C:4]2[C:9](=[CH:10][CH:11]=1)[N:8]=[C:7](/[CH:12]=[CH:13]/[C:14]1[O:15][C:16]([N+:19]([O-:21])=[O:20])=[CH:17][CH:18]=1)[N:6]=[C:5]2[NH:22][C:23]1[CH:28]=[CH:27][C:26]([OH:29])=[CH:25][CH:24]=1.ClC1C2C(=CC([N:42]3[CH2:47][CH2:46][O:45][CH2:44][CH2:43]3)=C(F)C=2)N=C(C=CC2OC([N+]([O-])=O)=CC=2)N=1. (9) The reactants are: [Br:1][C:2]1[CH:3]=[C:4]([CH:9]([C:11]2([C:17]3[CH:22]=[CH:21][C:20]([O:23][CH3:24])=[CH:19][CH:18]=3)SCCCS2)[OH:10])[CH:5]=[CH:6][C:7]=1[F:8].BrN1C(=[O:31])CCC1=O.S([O-])([O-])=O.[Na+].[Na+]. Given the product [Br:1][C:2]1[CH:3]=[C:4]([C:9](=[O:10])[C:11]([C:17]2[CH:22]=[CH:21][C:20]([O:23][CH3:24])=[CH:19][CH:18]=2)=[O:31])[CH:5]=[CH:6][C:7]=1[F:8], predict the reactants needed to synthesize it. (10) Given the product [N:21]1([C:27]2[CH:33]=[CH:32][CH:31]=[CH:30][C:28]=2[NH:29][C:2](=[O:9])[C:3]2[CH:8]=[CH:7][N:6]=[CH:5][CH:4]=2)[CH2:26][CH2:25][CH2:24][CH2:23][CH2:22]1, predict the reactants needed to synthesize it. The reactants are: Cl.[C:2](Cl)(=[O:9])[C:3]1[CH:8]=[CH:7][N:6]=[CH:5][CH:4]=1.C(N(CC)CC)C.ClCCl.[N:21]1([C:27]2[CH:33]=[CH:32][CH:31]=[CH:30][C:28]=2[NH2:29])[CH2:26][CH2:25][CH2:24][CH2:23][CH2:22]1.